From a dataset of Reaction yield outcomes from USPTO patents with 853,638 reactions. Predict the reaction yield, written as a fraction of the theoretical maximum amount of product (1.0 means a 100% yield; for example, 0.34 means a 34% yield). (1) The reactants are Cl[C:2]1[C:11]2[C:6](=[CH:7][C:8]([O:14][CH3:15])=[C:9]([O:12][CH3:13])[CH:10]=2)[N:5]=[CH:4][CH:3]=1.[C:16]1([C:22]2[C:31]([OH:32])=[CH:30][C:29]3[C:24](=[CH:25][CH:26]=[CH:27][CH:28]=3)[N:23]=2)[CH:21]=[CH:20][CH:19]=[CH:18][CH:17]=1.O. The catalyst is CN(C)C1C=CN=CC=1.ClC1C=CC=CC=1Cl. The product is [CH3:13][O:12][C:9]1[CH:10]=[C:11]2[C:6](=[CH:7][C:8]=1[O:14][CH3:15])[N:5]=[CH:4][CH:3]=[C:2]2[O:32][C:31]1[C:22]([C:16]2[CH:21]=[CH:20][CH:19]=[CH:18][CH:17]=2)=[N:23][C:24]2[C:29]([CH:30]=1)=[CH:28][CH:27]=[CH:26][CH:25]=2. The yield is 0.680. (2) The reactants are Cl[C:2]1[CH:7]=[CH:6][C:5]([Cl:8])=[CH:4][N:3]=1.[C:9]([O-])([O-])=O.[K+].[K+].C[CH:16]([SH:20])[C:17]([O-:19])=[O:18].O. The catalyst is CN(C=O)C. The product is [CH3:9][O:19][C:17](=[O:18])[CH2:16][S:20][C:2]1[CH:7]=[CH:6][C:5]([Cl:8])=[CH:4][N:3]=1. The yield is 0.360. (3) The reactants are [F:1][C:2]1[CH:9]=[C:8]([F:10])[CH:7]=[CH:6][C:3]=1[CH:4]=O.Cl.[NH2:12][OH:13].CCO.[OH-].[Na+]. The catalyst is O. The product is [F:1][C:2]1[CH:9]=[C:8]([F:10])[CH:7]=[CH:6][C:3]=1/[CH:4]=[N:12]/[OH:13]. The yield is 0.500. (4) The reactants are [NH2:1][CH2:2][C@H:3]([N:5]1[CH:9]=[CH:8][C:7]([C:10]2[CH:17]=[CH:16][C:13]([C:14]#[N:15])=[C:12]([Cl:18])[CH:11]=2)=[N:6]1)[CH3:4].[C:19]([C:22]1[CH:26]=[C:25]([C:27](O)=[O:28])[NH:24][N:23]=1)(=[O:21])[CH3:20]. No catalyst specified. The product is [C:19]([C:22]1[CH:26]=[C:25]([C:27]([NH:1][CH2:2][C@H:3]([N:5]2[CH:9]=[CH:8][C:7]([C:10]3[CH:17]=[CH:16][C:13]([C:14]#[N:15])=[C:12]([Cl:18])[CH:11]=3)=[N:6]2)[CH3:4])=[O:28])[NH:24][N:23]=1)(=[O:21])[CH3:20]. The yield is 0.560. (5) The reactants are [CH3:1][O:2][C:3]1[C:10]([O:11][CH3:12])=[C:9]([O:13][CH3:14])[CH:8]=[C:7]([CH3:15])[C:4]=1[CH:5]=[O:6].P([O-])(O)(O)=[O:17].[Na+].Cl([O-])=O.[Na+].C(=O)([O-])O.[Na+]. The catalyst is CS(C)=O. The product is [CH3:1][O:2][C:3]1[C:10]([O:11][CH3:12])=[C:9]([O:13][CH3:14])[CH:8]=[C:7]([CH3:15])[C:4]=1[C:5]([OH:17])=[O:6]. The yield is 0.930. (6) The reactants are Cl[C:2]([O:4][C:5]1[CH:10]=[CH:9][C:8]([N+:11]([O-:13])=[O:12])=[CH:7][CH:6]=1)=[O:3].[Cl:14][C:15]1[CH:20]=[CH:19][CH:18]=[CH:17][C:16]=1[C:21]1[CH:22]=[N:23][NH:24][CH:25]=1.O. The catalyst is C(Cl)Cl. The product is [Cl:14][C:15]1[CH:20]=[CH:19][CH:18]=[CH:17][C:16]=1[C:21]1[CH:25]=[N:24][N:23]([C:2]([O:4][C:5]2[CH:10]=[CH:9][C:8]([N+:11]([O-:13])=[O:12])=[CH:7][CH:6]=2)=[O:3])[CH:22]=1. The yield is 0.450.